From a dataset of Reaction yield outcomes from USPTO patents with 853,638 reactions. Predict the reaction yield, written as a fraction of the theoretical maximum amount of product (1.0 means a 100% yield; for example, 0.34 means a 34% yield). The reactants are Br[C:2]1[N:7]=[C:6]([C:8]([OH:10])=[O:9])[CH:5]=[CH:4][CH:3]=1.[F:11][C:12]1[CH:17]=[CH:16][C:15]([O:18][CH2:19][CH2:20][CH3:21])=[CH:14][C:13]=1B(O)O. The catalyst is C1C=CC(P(C2C=CC=CC=2)[C-]2C=CC=C2)=CC=1.C1C=CC(P(C2C=CC=CC=2)[C-]2C=CC=C2)=CC=1.Cl[Pd]Cl.[Fe+2].C(Cl)Cl. The product is [F:11][C:12]1[CH:17]=[CH:16][C:15]([O:18][CH2:19][CH2:20][CH3:21])=[CH:14][C:13]=1[C:2]1[N:7]=[C:6]([C:8]([OH:10])=[O:9])[CH:5]=[CH:4][CH:3]=1. The yield is 0.200.